The task is: Predict the reaction yield, written as a fraction of the theoretical maximum amount of product (1.0 means a 100% yield; for example, 0.34 means a 34% yield).. This data is from Reaction yield outcomes from USPTO patents with 853,638 reactions. (1) The reactants are [CH3:1][CH:2]([CH2:4][N:5]1[C:9]2[C:10]3[CH:11]=[CH:12][CH:13]=[CH:14][C:15]=3[N:16]=[C:17]([NH2:18])[C:8]=2[N:7]=[CH:6]1)[CH3:3].Cl.C.[NH4+].[OH-]. The catalyst is S(S([O-])=O)([O-])=O.[Na+].[Na+].O. The product is [CH2:4]([N:5]1[C:9]2[C:10]3[CH:11]=[CH:12][CH:13]=[CH:14][C:15]=3[N:16]=[C:17]([NH2:18])[C:8]=2[N:7]=[CH:6]1)[CH:2]([CH3:3])[CH3:1]. The yield is 0.805. (2) The reactants are [I:1][C:2]1[C:8]([CH3:9])=[CH:7][C:5]([NH2:6])=[C:4]([CH3:10])[CH:3]=1.C(OC(O[CH2:19][CH3:20])OCC)C.C1(C)C=CC(S(O)(=O)=O)=CC=1.[CH3:32][NH:33][CH2:34]C. The catalyst is C1CCCCC1.C(OCC)(=O)C. The product is [I:1][C:2]1[C:8]([CH3:9])=[CH:7][C:5]([N:6]=[CH:32][N:33]([CH2:19][CH3:20])[CH3:34])=[C:4]([CH3:10])[CH:3]=1. The yield is 0.850. (3) The reactants are [S:1]1[CH:5]=[C:4]([C:6]([OH:8])=O)[C:3]2[CH:9]=[CH:10][CH:11]=[CH:12][C:2]1=2.C1C=CC2N(O)N=NC=2C=1.Cl.[CH3:24][O:25][C:26](=[O:46])[CH2:27][CH2:28][CH2:29][N:30]([CH2:38][C:39]1[CH:44]=[CH:43][CH:42]=[C:41]([Cl:45])[CH:40]=1)[C:31]([C@@:33]1([CH3:37])[CH2:36][CH2:35][NH:34]1)=[O:32].C([O-])(O)=O.[Na+]. The catalyst is C(Cl)Cl.C1COCC1. The product is [CH3:24][O:25][C:26](=[O:46])[CH2:27][CH2:28][CH2:29][N:30]([C:31]([C@@:33]1([CH3:37])[CH2:36][CH2:35][N:34]1[C:6]([C:4]1[C:3]2[CH:9]=[CH:10][CH:11]=[CH:12][C:2]=2[S:1][CH:5]=1)=[O:8])=[O:32])[CH2:38][C:39]1[CH:44]=[CH:43][CH:42]=[C:41]([Cl:45])[CH:40]=1. The yield is 0.870. (4) The reactants are [F:1][C:2]1[C:3]([N:13]2[CH2:18][CH2:17][N:16]([CH2:19][CH2:20][C:21]3[CH:22]=[C:23]([CH:25]=[CH:26][CH:27]=3)[NH2:24])[CH2:15][CH2:14]2)=[C:4]2[C:9](=[CH:10][CH:11]=1)[N:8]=[C:7]([CH3:12])[CH:6]=[CH:5]2.[C:28](Cl)(=[O:30])[CH3:29]. No catalyst specified. The product is [F:1][C:2]1[C:3]([N:13]2[CH2:14][CH2:15][N:16]([CH2:19][CH2:20][C:21]3[CH:22]=[C:23]([NH:24][C:28](=[O:30])[CH3:29])[CH:25]=[CH:26][CH:27]=3)[CH2:17][CH2:18]2)=[C:4]2[C:9](=[CH:10][CH:11]=1)[N:8]=[C:7]([CH3:12])[CH:6]=[CH:5]2. The yield is 0.780. (5) The catalyst is C1COCC1. The product is [C:1]([O:5][C:6]([N:8]1[CH2:9][CH:10]=[C:11]([O:14][S:30]([C:33]([F:36])([F:35])[F:34])(=[O:32])=[O:31])[CH2:12][CH2:13]1)=[O:7])([CH3:4])([CH3:2])[CH3:3]. The yield is 0.682. The reactants are [C:1]([O:5][C:6]([N:8]1[CH2:13][CH2:12][C:11](=[O:14])[CH2:10][CH2:9]1)=[O:7])([CH3:4])([CH3:3])[CH3:2].[Li+].CC([N-]C(C)C)C.C1C=CC(N([S:30]([C:33]([F:36])([F:35])[F:34])(=[O:32])=[O:31])[S:30]([C:33]([F:36])([F:35])[F:34])(=[O:32])=[O:31])=CC=1. (6) The reactants are [H-].[Na+].[I-].[CH3:4][S+](C)(C)=O.[S:9]1[C:13]2[C:14](/[CH:18]=[CH:19]/[C:20]([O:22][CH2:23][CH3:24])=[O:21])=[CH:15][CH:16]=[CH:17][C:12]=2[N:11]=[N:10]1.O. The catalyst is CS(C)=O. The product is [S:9]1[C:13]2[C:14]([CH:18]3[CH2:4][CH:19]3[C:20]([O:22][CH2:23][CH3:24])=[O:21])=[CH:15][CH:16]=[CH:17][C:12]=2[N:11]=[N:10]1. The yield is 0.470. (7) The reactants are [Cl:1][C:2]1[CH:3]=[C:4]2[C:9](=[CH:10][C:11]=1[O:12][C:13]1[CH:21]=[CH:20][C:16]([C:17]([OH:19])=O)=[CH:15][CH:14]=1)[O:8][CH2:7][CH2:6][CH:5]2[C:22]([O:24][CH2:25][CH3:26])=[O:23].C(Cl)(=O)C(Cl)=O.C(N(C(C)C)C(C)C)C.[NH2:42][CH:43]([CH2:46][C:47]1[CH:52]=[CH:51][C:50]([Cl:53])=[CH:49][CH:48]=1)[CH2:44][OH:45]. The catalyst is ClCCl.CN(C=O)C.CCOC(C)=O. The product is [Cl:1][C:2]1[CH:3]=[C:4]2[C:9](=[CH:10][C:11]=1[O:12][C:13]1[CH:14]=[CH:15][C:16]([C:17](=[O:19])[NH:42][CH:43]([CH2:44][OH:45])[CH2:46][C:47]3[CH:52]=[CH:51][C:50]([Cl:53])=[CH:49][CH:48]=3)=[CH:20][CH:21]=1)[O:8][CH2:7][CH2:6][CH:5]2[C:22]([O:24][CH2:25][CH3:26])=[O:23]. The yield is 0.768.